From a dataset of Peptide-MHC class II binding affinity with 134,281 pairs from IEDB. Regression. Given a peptide amino acid sequence and an MHC pseudo amino acid sequence, predict their binding affinity value. This is MHC class II binding data. (1) The peptide sequence is IISTFHLSIPNFNQY. The binding affinity (normalized) is 0.574. The MHC is DRB1_1302 with pseudo-sequence DRB1_1302. (2) The peptide sequence is NLDVYDWSIPDDLLA. The MHC is HLA-DPA10103-DPB10401 with pseudo-sequence HLA-DPA10103-DPB10401. The binding affinity (normalized) is 0.107. (3) The peptide sequence is KELKGAYVYFASDAS. The MHC is HLA-DQA10102-DQB10502 with pseudo-sequence HLA-DQA10102-DQB10502. The binding affinity (normalized) is 0.219. (4) The peptide sequence is MIRIIAQGPKATFEA. The MHC is HLA-DPA10201-DPB10501 with pseudo-sequence HLA-DPA10201-DPB10501. The binding affinity (normalized) is 0.196. (5) The peptide sequence is YDKFLANVSTVLTGW. The MHC is DRB1_1001 with pseudo-sequence DRB1_1001. The binding affinity (normalized) is 0.677. (6) The peptide sequence is DLKPGAAWTVYVGIV. The MHC is DRB1_0801 with pseudo-sequence DRB1_0801. The binding affinity (normalized) is 0.364. (7) The peptide sequence is GSCVYNMMGKREKKLGE. The MHC is DRB1_0101 with pseudo-sequence DRB1_0101. The binding affinity (normalized) is 0.476.